Dataset: Full USPTO retrosynthesis dataset with 1.9M reactions from patents (1976-2016). Task: Predict the reactants needed to synthesize the given product. (1) Given the product [O:37]1[CH2:36][CH:27]([O:30][C:2]2[N:7]=[CH:6][C:5]([C@@H:8]([NH:10][C:11]([C@H:13]3[CH2:15][C@@H:14]3[C:16]3[CH:21]=[CH:20][CH:19]=[CH:18][CH:17]=3)=[O:12])[CH3:9])=[CH:4][CH:3]=2)[CH2:23]1, predict the reactants needed to synthesize it. The reactants are: Cl[C:2]1[N:7]=[CH:6][C:5]([C@@H:8]([NH:10][C:11]([C@H:13]2[CH2:15][C@@H:14]2[C:16]2[CH:21]=[CH:20][CH:19]=[CH:18][CH:17]=2)=[O:12])[CH3:9])=[CH:4][CH:3]=1.Cl.[CH3:23]N(C)O.[C:27](=[O:30])([O-])[O-].[Cs+].[Cs+].CN([CH:36]=[O:37])C. (2) The reactants are: [O:1]1[CH2:6][CH2:5][CH:4]([CH2:7][OH:8])[CH2:3][CH2:2]1.[N+](C1C=CC([O:18][C:19]([N:21]2[CH2:26][CH2:25][CH:24]([N:27]([CH:41]3[CH2:43][CH2:42]3)[C:28](=[O:40])[C:29]3[CH:34]=[CH:33][C:32]([C:35]4[O:39][CH:38]=[N:37][CH:36]=4)=[CH:31][CH:30]=3)[CH2:23][CH2:22]2)=O)=CC=1)([O-])=O. Given the product [O:1]1[CH2:6][CH2:5][CH:4]([CH2:7][O:8][C:19]([N:21]2[CH2:22][CH2:23][CH:24]([N:27]([CH:41]3[CH2:43][CH2:42]3)[C:28](=[O:40])[C:29]3[CH:30]=[CH:31][C:32]([C:35]4[O:39][CH:38]=[N:37][CH:36]=4)=[CH:33][CH:34]=3)[CH2:25][CH2:26]2)=[O:18])[CH2:3][CH2:2]1, predict the reactants needed to synthesize it. (3) The reactants are: [CH3:1][O:2][C:3]([C:5]1[N:6]([CH2:23][C:24]2[CH:29]=[CH:28][C:27]([OH:30])=[CH:26][CH:25]=2)[C:7](=[O:22])[C:8]2[C:13]([C:14]=1[C:15]1[CH:20]=[CH:19][CH:18]=[CH:17][CH:16]=1)=[CH:12][C:11]([Br:21])=[CH:10][CH:9]=2)=[O:4].Br[CH2:32][C:33]([O:35][CH3:36])=[O:34]. Given the product [CH3:1][O:2][C:3]([C:5]1[N:6]([CH2:23][C:24]2[CH:25]=[CH:26][C:27]([O:30][CH2:32][C:33]([O:35][CH3:36])=[O:34])=[CH:28][CH:29]=2)[C:7](=[O:22])[C:8]2[C:13]([C:14]=1[C:15]1[CH:16]=[CH:17][CH:18]=[CH:19][CH:20]=1)=[CH:12][C:11]([Br:21])=[CH:10][CH:9]=2)=[O:4], predict the reactants needed to synthesize it. (4) Given the product [ClH:1].[Cl:1][C:2]1[C:3]([OH:15])=[CH:4][C:5]([F:14])=[C:6]([N:8]2[CH2:13][CH2:12][O:11][CH2:10][CH2:9]2)[N:7]=1, predict the reactants needed to synthesize it. The reactants are: [Cl:1][C:2]1[N:7]=[C:6]([N:8]2[CH2:13][CH2:12][O:11][CH2:10][CH2:9]2)[C:5]([F:14])=[CH:4][C:3]=1[O:15]COC.FC1C=C(F)C=CC=1C=O. (5) Given the product [Cl:1][C:2]1[CH:3]=[C:4]([CH:18]=[CH:19][C:20]=1[Cl:21])[CH2:5][N:6]1[C:15](=[O:16])[C:14]2[C:9](=[CH:10][CH:11]=[C:12]([NH:17][C:22](=[O:28])[CH2:23][CH2:24][CH2:25][CH2:26][CH3:27])[CH:13]=2)[N:8]=[CH:7]1, predict the reactants needed to synthesize it. The reactants are: [Cl:1][C:2]1[CH:3]=[C:4]([CH:18]=[CH:19][C:20]=1[Cl:21])[CH2:5][N:6]1[C:15](=[O:16])[C:14]2[C:9](=[CH:10][CH:11]=[C:12]([NH2:17])[CH:13]=2)[N:8]=[CH:7]1.[C:22](Cl)(=[O:28])[CH2:23][CH2:24][CH2:25][CH2:26][CH3:27].C([O-])([O-])=O.[Na+].[Na+].